This data is from Full USPTO retrosynthesis dataset with 1.9M reactions from patents (1976-2016). The task is: Predict the reactants needed to synthesize the given product. (1) Given the product [N+:3]([C:6]1[C:7]([CH2:21][C:22]([OH:24])=[O:23])=[C:8]2[C:12](=[CH:13][CH:14]=1)[N:11]([CH:15]1[CH2:20][CH2:19][CH2:18][CH2:17][O:16]1)[N:10]=[CH:9]2)([O-:5])=[O:4], predict the reactants needed to synthesize it. The reactants are: [OH-].[Na+].[N+:3]([C:6]1[C:7]([CH2:21][C:22]([O:24]CC)=[O:23])=[C:8]2[C:12](=[CH:13][CH:14]=1)[N:11]([CH:15]1[CH2:20][CH2:19][CH2:18][CH2:17][O:16]1)[N:10]=[CH:9]2)([O-:5])=[O:4]. (2) Given the product [CH3:1][O:2][C:3]1[CH:11]=[CH:10][C:9]([CH:12]2[CH:16]=[N:15][N:14]=[N:13]2)=[CH:8][C:4]=1[C:5]([N:43]1[CH2:44][CH2:45][C:41]([CH2:40][CH2:39][N:35]2[CH2:36][CH2:37][CH2:38][N:32]([C:24]3[N:23]([CH2:22][CH2:21][O:20][CH2:18][CH3:19])[C:27]4[CH:28]=[CH:29][CH:30]=[CH:31][C:26]=4[N:25]=3)[CH2:33][CH2:34]2)([C:46]2[CH:51]=[CH:50][CH:49]=[CH:48][CH:47]=2)[CH2:42]1)=[O:7], predict the reactants needed to synthesize it. The reactants are: [CH3:1][O:2][C:3]1[CH:11]=[CH:10][C:9]([CH:12]2[CH:16]=[N:15][N:14]=[N:13]2)=[CH:8][C:4]=1[C:5]([OH:7])=O.Cl.[CH2:18]([O:20][CH2:21][CH2:22][N:23]1[C:27]2[CH:28]=[CH:29][CH:30]=[CH:31][C:26]=2[N:25]=[C:24]1[N:32]1[CH2:38][CH2:37][CH2:36][N:35]([CH2:39][CH2:40][C:41]2([C:46]3[CH:51]=[CH:50][CH:49]=[CH:48][CH:47]=3)[CH2:45][CH2:44][NH:43][CH2:42]2)[CH2:34][CH2:33]1)[CH3:19].